From a dataset of Full USPTO retrosynthesis dataset with 1.9M reactions from patents (1976-2016). Predict the reactants needed to synthesize the given product. (1) Given the product [C:6]([C:5]1[CH:4]=[C:3]([CH3:12])[C:2]([O:1][S:20]([C:23]([F:26])([F:25])[F:24])(=[O:22])=[O:21])=[C:10]([CH3:11])[CH:9]=1)(=[O:7])[NH2:8], predict the reactants needed to synthesize it. The reactants are: [OH:1][C:2]1[C:10]([CH3:11])=[CH:9][C:5]([C:6]([NH2:8])=[O:7])=[CH:4][C:3]=1[CH3:12].C1C=CC(N([S:20]([C:23]([F:26])([F:25])[F:24])(=[O:22])=[O:21])[S:20]([C:23]([F:26])([F:25])[F:24])(=[O:22])=[O:21])=CC=1. (2) Given the product [N:13]1([CH2:12][O:10][C:5]2[CH:4]=[CH:3][C:2]([Cl:1])=[CH:9][C:6]=2[CH:7]=[O:8])[C:17]2[CH:18]=[CH:19][CH:20]=[CH:21][C:16]=2[N:15]=[N:14]1, predict the reactants needed to synthesize it. The reactants are: [Cl:1][C:2]1[CH:3]=[CH:4][C:5]([OH:10])=[C:6]([CH:9]=1)[CH:7]=[O:8].Cl[CH2:12][N:13]1[C:17]2[CH:18]=[CH:19][CH:20]=[CH:21][C:16]=2[N:15]=[N:14]1.C([O-])([O-])=O.[K+].[K+]. (3) Given the product [CH2:22]([O:1][C:2]1[C:7]([C:8]([O:10][C:11]2[CH:16]=[CH:15][CH:14]=[CH:13][CH:12]=2)=[O:9])=[C:6]([CH3:17])[C:5]([O:18][CH3:19])=[CH:4][CH:3]=1)[C:23]1[CH:28]=[CH:27][CH:26]=[CH:25][CH:24]=1, predict the reactants needed to synthesize it. The reactants are: [OH:1][C:2]1[C:7]([C:8]([O:10][C:11]2[CH:16]=[CH:15][CH:14]=[CH:13][CH:12]=2)=[O:9])=[C:6]([CH3:17])[C:5]([O:18][CH3:19])=[CH:4][CH:3]=1.[H-].[Na+].[CH2:22](Br)[C:23]1[CH:28]=[CH:27][CH:26]=[CH:25][CH:24]=1. (4) Given the product [CH2:8]([O:7][C:5]([CH:4]1[CH2:3][CH2:2][N:1]([CH2:12][C:13]2[CH:18]=[CH:17][CH:16]=[CH:15][CH:14]=2)[CH2:11][CH2:10]1)=[O:6])[CH3:9], predict the reactants needed to synthesize it. The reactants are: [NH:1]1[CH2:11][CH2:10][CH:4]([C:5]([O:7][CH2:8][CH3:9])=[O:6])[CH2:3][CH2:2]1.[CH2:12](Br)[C:13]1[CH:18]=[CH:17][CH:16]=[CH:15][CH:14]=1.C(N(CC)CC)C. (5) Given the product [C:1]([O:6][CH:7]([O:9][C:10]([O:12][CH:13]1[CH2:18][C:17](=[O:19])[NH:16][C:14]1=[O:15])=[O:11])[CH3:8])(=[O:5])[CH:2]([CH3:4])[CH3:3].[Cl:41][C:42]1[CH:43]=[C:44]([CH:45]=[CH:46][CH:47]=1)[C:48]([OH:50])=[O:49], predict the reactants needed to synthesize it. The reactants are: [C:1]([O:6][CH:7]([O:9][C:10]([O:12][CH:13]1[CH2:18][C:17](=[O:19])[NH:16][C:14]1=[O:15])=[O:11])[CH3:8])(=[O:5])[CH:2]([CH3:4])[CH3:3].ON1C(=O)CCC1=O.C(=O)(SC)OC(OC(=O)C(C)C)C.[Cl:41][C:42]1[CH:47]=[CH:46][CH:45]=[C:44]([C:48]([O:50]O)=[O:49])[CH:43]=1. (6) Given the product [CH3:33][NH:34][C:2]1[C:7]([CH:8]2[CH2:13][CH2:12][N:11]([CH:14]3[CH2:20][CH2:19][CH2:18][N:17]([C:21]([O:23][CH2:24][CH3:25])=[O:22])[CH2:16][CH2:15]3)[CH2:10][CH2:9]2)=[CH:6][CH:5]=[CH:4][N:3]=1, predict the reactants needed to synthesize it. The reactants are: Cl[C:2]1[C:7]([CH:8]2[CH2:13][CH2:12][N:11]([CH:14]3[CH2:20][CH2:19][CH2:18][N:17]([C:21]([O:23][CH2:24][CH3:25])=[O:22])[CH2:16][CH2:15]3)[CH2:10][CH2:9]2)=[CH:6][CH:5]=[CH:4][N:3]=1.C(=O)([O-])[O-].[Cs+].[Cs+].Cl.[CH3:33][NH2:34].C1C=CC(P(C2C(C3C(P(C4C=CC=CC=4)C4C=CC=CC=4)=CC=C4C=3C=CC=C4)=C3C(C=CC=C3)=CC=2)C2C=CC=CC=2)=CC=1. (7) Given the product [Si:1]([O:18][CH2:19][CH2:20][CH:21]([C:26]1[CH:27]=[CH:28][C:29]([C:32]([F:33])([F:34])[F:35])=[CH:30][CH:31]=1)[CH2:22][C:23]#[N:25])([C:14]([CH3:15])([CH3:17])[CH3:16])([C:8]1[CH:9]=[CH:10][CH:11]=[CH:12][CH:13]=1)[C:2]1[CH:3]=[CH:4][CH:5]=[CH:6][CH:7]=1, predict the reactants needed to synthesize it. The reactants are: [Si:1]([O:18][CH2:19][CH2:20][CH:21]([C:26]1[CH:31]=[CH:30][C:29]([C:32]([F:35])([F:34])[F:33])=[CH:28][CH:27]=1)[CH2:22][C:23]([NH2:25])=O)([C:14]([CH3:17])([CH3:16])[CH3:15])([C:8]1[CH:13]=[CH:12][CH:11]=[CH:10][CH:9]=1)[C:2]1[CH:7]=[CH:6][CH:5]=[CH:4][CH:3]=1.N12CCCN=C1CCCCC2.P(Cl)(Cl)(OC)=O.C(OCC)(=O)C.